This data is from Reaction yield outcomes from USPTO patents with 853,638 reactions. The task is: Predict the reaction yield, written as a fraction of the theoretical maximum amount of product (1.0 means a 100% yield; for example, 0.34 means a 34% yield). (1) The reactants are Br[C:2]1[CH:3]=N[C:5]2[N:6]([CH:8]=[CH:9][N:10]=2)[CH:7]=1.[CH3:11][N:12]1[CH2:17][CH2:16][N:15]([C:18]([C:20]2[CH:25]=[CH:24]C(B3OC(C)(C)C(C)(C)O3)=[CH:22][CH:21]=2)=[O:19])[CH2:14][CH2:13]1.C([O-])(O)=O.[Na+].[CH3:40][N:41](C=O)C. The catalyst is O. The product is [N:10]1[CH:9]=[CH:8][N:6]2[CH:7]=[C:2]([C:3]3[CH:22]=[CH:21][C:20]([C:18]([N:15]4[CH2:14][CH2:13][N:12]([CH3:11])[CH2:17][CH2:16]4)=[O:19])=[CH:25][CH:24]=3)[N:41]=[CH:40][C:5]=12. The yield is 0.650. (2) The reactants are [CH2:1]([C:3]1[CH:4]=[CH:5][C:6]([O:17][CH3:18])=[C:7]([C:9]([C:11]2[CH:16]=[CH:15][CH:14]=[CH:13][CH:12]=2)=[O:10])[CH:8]=1)[CH3:2].[OH:19][C@@H:20]([CH3:34])[CH2:21]COS(C1C=CC(C)=CC=1)(=O)=O.C(=O)([O-])[O-].[Cs+].[Cs+]. The catalyst is CN(C=O)C. The product is [CH2:1]([C:3]1[CH:4]=[CH:5][C:6]([O:17][CH2:18][CH2:21][C@@H:20]([OH:19])[CH3:34])=[C:7]([C:9]([C:11]2[CH:16]=[CH:15][CH:14]=[CH:13][CH:12]=2)=[O:10])[CH:8]=1)[CH3:2]. The yield is 0.650. (3) The reactants are [CH3:1][N:2]1[CH:11]=[C:10](B2OC(C)(C)C(C)(C)O2)[C:9]2[C:4](=[CH:5][CH:6]=[CH:7][CH:8]=2)[C:3]1=[O:21].[CH2:22]([C:24]1[O:25][C:26]2[C:32](I)=[CH:31][C:30]([S:34]([CH3:37])(=[O:36])=[O:35])=[CH:29][C:27]=2[CH:28]=1)[CH3:23].C([O-])([O-])=O.[Na+].[Na+]. The catalyst is O.O1CCOCC1.C1C=CC(P(C2C=CC=CC=2)[C-]2C=CC=C2)=CC=1.C1C=CC(P(C2C=CC=CC=2)[C-]2C=CC=C2)=CC=1.Cl[Pd]Cl.[Fe+2]. The product is [CH2:22]([C:24]1[O:25][C:26]2[C:32]([C:10]3[C:9]4[C:4](=[CH:5][CH:6]=[CH:7][CH:8]=4)[C:3](=[O:21])[N:2]([CH3:1])[CH:11]=3)=[CH:31][C:30]([S:34]([CH3:37])(=[O:36])=[O:35])=[CH:29][C:27]=2[CH:28]=1)[CH3:23]. The yield is 0.330.